Dataset: Reaction yield outcomes from USPTO patents with 853,638 reactions. Task: Predict the reaction yield, written as a fraction of the theoretical maximum amount of product (1.0 means a 100% yield; for example, 0.34 means a 34% yield). The reactants are [CH2:1]([O:3][C:4](=[O:18])[C:5]1[CH:10]=[CH:9][C:8]([N:11]2[CH2:16][CH2:15][CH:14](O)[CH2:13][CH2:12]2)=[CH:7][CH:6]=1)[CH3:2].CCN(S(F)(F)[F:25])CC. The catalyst is ClCCl. The product is [CH2:1]([O:3][C:4](=[O:18])[C:5]1[CH:10]=[CH:9][C:8]([N:11]2[CH2:16][CH2:15][CH:14]([F:25])[CH2:13][CH2:12]2)=[CH:7][CH:6]=1)[CH3:2]. The yield is 0.560.